From a dataset of Reaction yield outcomes from USPTO patents with 853,638 reactions. Predict the reaction yield, written as a fraction of the theoretical maximum amount of product (1.0 means a 100% yield; for example, 0.34 means a 34% yield). (1) The reactants are [C:1]([C:4]1[C:9]([C:10]2[CH:15]=[CH:14][CH:13]=[CH:12][CH:11]=2)=[N:8][N:7]([CH:16]([CH3:18])[CH3:17])[C:6](=[O:19])[CH:5]=1)(=[O:3])[CH3:2]. The catalyst is C1COCC1.CO. The product is [OH:3][CH:1]([C:4]1[C:9]([C:10]2[CH:15]=[CH:14][CH:13]=[CH:12][CH:11]=2)=[N:8][N:7]([CH:16]([CH3:18])[CH3:17])[C:6](=[O:19])[CH:5]=1)[CH3:2]. The yield is 0.300. (2) The reactants are [Cl:1][C:2]1[CH:29]=[CH:28][CH:27]=[CH:26][C:3]=1[C:4]([NH:6][C@H:7]1[C:15]2[C:10](=[CH:11][CH:12]=[C:13]([C:16]([N:18]([CH3:25])[CH:19]3[CH2:24][CH2:23][NH:22][CH2:21][CH2:20]3)=[O:17])[CH:14]=2)[CH2:9][CH2:8]1)=[O:5].Cl[C:31]1[CH:36]=[CH:35][N:34]=[C:33](CN)[N:32]=1.C[CH2:40][N:41](C(C)C)C(C)C. The catalyst is O1CCOCC1. The product is [Cl:1][C:2]1[CH:29]=[CH:28][CH:27]=[CH:26][C:3]=1[C:4]([NH:6][C@H:7]1[C:15]2[C:10](=[CH:11][CH:12]=[C:13]([C:16]([N:18]([CH3:25])[CH:19]3[CH2:20][CH2:21][N:22]([C:35]4[CH:36]=[CH:31][N:32]=[C:33]([NH:41][CH3:40])[N:34]=4)[CH2:23][CH2:24]3)=[O:17])[CH:14]=2)[CH2:9][CH2:8]1)=[O:5]. The yield is 0.490. (3) The reactants are CS(OCC#[C:8][C:9]1[CH:14]=[C:13]([CH3:15])[CH:12]=[CH:11][C:10]=1[NH:16][C:17]([CH:19]1[O:24][C:23]2[CH:25]=[CH:26][C:27]([O:29][C:30]([F:33])([F:32])[F:31])=[CH:28][C:22]=2[NH:21][CH2:20]1)=[O:18])(=O)=O.[CH3:34][CH2:35][N:36]([CH:40]([CH3:42])C)[CH:37](C)[CH3:38].N1CC[O:46]CC1.[Cl:49]CCl. No catalyst specified. The product is [ClH:49].[ClH:49].[CH3:15][C:13]1[CH:12]=[CH:11][C:10]([NH:16][C:17]([CH:19]2[O:24][C:23]3[CH:25]=[CH:26][C:27]([O:29][C:30]([F:32])([F:33])[F:31])=[CH:28][C:22]=3[NH:21][CH2:20]2)=[O:18])=[C:9]([C:8]#[C:34][CH2:35][N:36]2[CH2:40][CH2:42][O:46][CH2:38][CH2:37]2)[CH:14]=1. The yield is 0.220. (4) The reactants are FC(F)(F)C(O)=O.[Cl:8][C:9]1[CH:14]=[C:13]2[NH:15][C:16](=[O:38])[C@:17]3([C@@H:21]([C:22]4[CH:27]=[CH:26][CH:25]=[C:24]([Cl:28])[C:23]=4[F:29])[C@H:20]([C:30]([OH:32])=O)[NH:19][C@H:18]3[CH2:33][C:34]([CH3:37])([CH3:36])[CH3:35])[C:12]2=[CH:11][CH:10]=1.C(N(C(C)C)CC)(C)C.C1(P(Cl)(C2C=CC=CC=2)=O)C=CC=CC=1.[CH3:63][O:64][C:65]1[CH:71]=[C:70]([S:72]([N:75]2[CH2:80][CH2:79][O:78][CH2:77][CH2:76]2)(=[O:74])=[O:73])[CH:69]=[CH:68][C:66]=1[NH2:67]. No catalyst specified. The product is [CH3:63][O:64][C:65]1[CH:71]=[C:70]([S:72]([N:75]2[CH2:80][CH2:79][O:78][CH2:77][CH2:76]2)(=[O:73])=[O:74])[CH:69]=[CH:68][C:66]=1[NH:67][C:30]([C@@H:20]1[NH:19][C@@H:18]([CH2:33][C:34]([CH3:35])([CH3:36])[CH3:37])[C@:17]2([C:12]3[C:13](=[CH:14][C:9]([Cl:8])=[CH:10][CH:11]=3)[NH:15][C:16]2=[O:38])[C@H:21]1[C:22]1[CH:27]=[CH:26][CH:25]=[C:24]([Cl:28])[C:23]=1[F:29])=[O:32]. The yield is 0.170. (5) The reactants are [F:1][C:2]1[CH:7]=[C:6](I)[C:5]([CH3:9])=[CH:4][N:3]=1.C([CH2:13][C:14]1[CH:19]=[CH:18][C:17](B(O)O)=[CH:16][CH:15]=1)(O)=O.P([O-])([O-])([O-])=[O:24].[K+].[K+].[K+].[O:31]1CCOC[CH2:32]1. The catalyst is C1C=CC([PH+]([C]2[CH][CH][CH][CH]2)C2C=CC=CC=2)=CC=1.C1C=CC([PH+]([C]2[CH][CH][CH][CH]2)C2C=CC=CC=2)=CC=1.C(Cl)Cl.Cl[Pd]Cl.[Fe]. The product is [CH3:32][O:31][C:13](=[O:24])[C:14]1[CH:15]=[CH:16][C:17]([C:6]2[C:5]([CH3:9])=[CH:4][N:3]=[C:2]([F:1])[CH:7]=2)=[CH:18][CH:19]=1. The yield is 0.660. (6) The reactants are [CH3:1][O:2][C:3]1[CH:12]=[CH:11][C:10]2[NH:9][C:8](=[O:13])[C:7]3[S:14][CH:15]=[CH:16][C:6]=3[C:5]=2[C:4]=1[C:17]1[CH:31]=[CH:30][C:20]([CH2:21][NH:22][C:23](=[O:29])[O:24][C:25]([CH3:28])([CH3:27])[CH3:26])=[CH:19][CH:18]=1.[Br:32]N1C(=O)CCC1=O. The catalyst is CN(C=O)C. The product is [Br:32][C:11]1[C:10]2[NH:9][C:8](=[O:13])[C:7]3[S:14][CH:15]=[CH:16][C:6]=3[C:5]=2[C:4]([C:17]2[CH:31]=[CH:30][C:20]([CH2:21][NH:22][C:23](=[O:29])[O:24][C:25]([CH3:28])([CH3:26])[CH3:27])=[CH:19][CH:18]=2)=[C:3]([O:2][CH3:1])[CH:12]=1. The yield is 0.510. (7) The catalyst is ClCCl. The reactants are [F:1][C:2]1[CH:7]=[CH:6][C:5]([C:8]2[S:9][C:10]([CH:13]([OH:15])[CH3:14])=[CH:11][N:12]=2)=[CH:4][CH:3]=1.CC(OI1(OC(C)=O)(OC(C)=O)OC(=O)C2C=CC=CC1=2)=O. The product is [F:1][C:2]1[CH:3]=[CH:4][C:5]([C:8]2[S:9][C:10]([C:13](=[O:15])[CH3:14])=[CH:11][N:12]=2)=[CH:6][CH:7]=1. The yield is 0.830. (8) The reactants are Br[C:2]1[CH:7]=[C:6]([F:8])[C:5]([F:9])=[CH:4][C:3]=1[C:10]1[CH:15]=[CH:14][C:13]([S:16]([CH3:19])(=[O:18])=[O:17])=[CH:12][CH:11]=1.[CH3:20][C:21]1[CH:26]=[CH:25][C:24](B(O)O)=[CH:23][CH:22]=1. No catalyst specified. The product is [F:9][C:5]1[CH:4]=[C:3]([C:10]2[CH:15]=[CH:14][C:13]([S:16]([CH3:19])(=[O:18])=[O:17])=[CH:12][CH:11]=2)[C:2]([C:24]2[CH:25]=[CH:26][C:21]([CH3:20])=[CH:22][CH:23]=2)=[CH:7][C:6]=1[F:8]. The yield is 0.970. (9) The reactants are Cl.[CH3:2][S:3]([C:6]1[CH:11]=[CH:10][C:9]([C:12]2[N:17]=[CH:16][C:15]([O:18][CH2:19][CH:20]3[CH2:25][CH2:24][N:23](C(OC(C)(C)C)=O)[CH2:22][CH2:21]3)=[CH:14][CH:13]=2)=[CH:8][CH:7]=1)(=[O:5])=[O:4].[C:33]([OH:39])([C:35]([F:38])([F:37])[F:36])=[O:34]. The catalyst is O1CCOCC1. The product is [C:33]([OH:39])([C:35]([F:38])([F:37])[F:36])=[O:34].[F:36][C:35]([F:38])([F:37])[C:33]([OH:39])=[O:34].[CH3:2][S:3]([C:6]1[CH:11]=[CH:10][C:9]([C:12]2[CH:13]=[CH:14][C:15]([O:18][CH2:19][CH:20]3[CH2:25][CH2:24][NH:23][CH2:22][CH2:21]3)=[CH:16][N:17]=2)=[CH:8][CH:7]=1)(=[O:4])=[O:5]. The yield is 0.000500.